This data is from Forward reaction prediction with 1.9M reactions from USPTO patents (1976-2016). The task is: Predict the product of the given reaction. (1) Given the reactants C[O:2][C:3](=[O:17])[C:4]1[CH:9]=[C:8]([Cl:10])[C:7]([NH:11][C:12](=[O:14])[CH3:13])=[CH:6][C:5]=1[O:15][CH3:16].[Li+].[OH-], predict the reaction product. The product is: [C:12]([NH:11][C:7]1[C:8]([Cl:10])=[CH:9][C:4]([C:3]([OH:17])=[O:2])=[C:5]([O:15][CH3:16])[CH:6]=1)(=[O:14])[CH3:13]. (2) Given the reactants [F:1][C:2]1[CH:3]=[C:4]2[C:9](=[CH:10][CH:11]=1)[C:8](=[O:12])[NH:7][CH:6]=[CH:5]2.[H-].[Na+].[CH3:15]I.Cl, predict the reaction product. The product is: [CH3:15][N:7]1[CH:6]=[CH:5][C:4]2[C:9](=[CH:10][CH:11]=[C:2]([F:1])[CH:3]=2)[C:8]1=[O:12]. (3) Given the reactants S=[C:2]1[CH2:6][S:5][C:4](=[O:7])[NH:3]1.Cl.[NH2:9][C@H:10]1[CH2:15][CH2:14][CH2:13][CH2:12][C@H:11]1[OH:16].C(N(C(C)C)C(C)C)C, predict the reaction product. The product is: [OH:16][C@H:11]1[CH2:12][CH2:13][CH2:14][CH2:15][C@H:10]1[NH:9][C:2]1[CH2:6][S:5][C:4](=[O:7])[N:3]=1. (4) Given the reactants [CH2:1]([C:4]1[C:13]([N+:14]([O-])=O)=[CH:12][CH:11]=[CH:10][C:5]=1[C:6]([O:8][CH3:9])=[O:7])[CH:2]=[CH2:3].CC(O)=O, predict the reaction product. The product is: [CH2:1]([C:4]1[C:13]([NH2:14])=[CH:12][CH:11]=[CH:10][C:5]=1[C:6]([O:8][CH3:9])=[O:7])[CH:2]=[CH2:3]. (5) Given the reactants Br[C:2]12[CH2:11][CH:6]3[CH2:7][CH:8]([CH2:10][C:4](Br)([CH2:5]3)[CH2:3]1)[CH2:9]2.[Br-:13].[Al+3].[Br-:15].[Br-].[Br:17][C:18]1[CH:23]=[CH:22][CH:21]=[C:20]([Br:24])[CH:19]=1, predict the reaction product. The product is: [Br:17][C:18]1[CH:23]=[C:22]([C:2]23[CH2:11][CH:6]4[CH2:7][CH:8]([CH2:10][C:4]([C:2]5[CH:11]=[C:6]([Br:13])[CH:5]=[C:4]([Br:15])[CH:3]=5)([CH2:5]4)[CH2:3]2)[CH2:9]3)[CH:21]=[C:20]([Br:24])[CH:19]=1.